From a dataset of Reaction yield outcomes from USPTO patents with 853,638 reactions. Predict the reaction yield, written as a fraction of the theoretical maximum amount of product (1.0 means a 100% yield; for example, 0.34 means a 34% yield). (1) The reactants are [OH:1][C:2]1[C:11]2[C:6](=[CH:7][CH:8]=[CH:9][CH:10]=2)[C:5](=[O:12])[N:4]([C:13]2[CH:18]=[CH:17][C:16](I)=[CH:15][CH:14]=2)[N:3]=1.[C:20]1(B(O)O)[CH:25]=[CH:24][CH:23]=[CH:22][CH:21]=1.[F-].[K+]. The catalyst is CO.[Pd]. The product is [C:16]1([C:20]2[CH:25]=[CH:24][CH:23]=[CH:22][CH:21]=2)[CH:17]=[CH:18][C:13]([N:4]2[N:3]=[C:2]([OH:1])[C:11]3[C:6](=[CH:7][CH:8]=[CH:9][CH:10]=3)[C:5]2=[O:12])=[CH:14][CH:15]=1. The yield is 0.780. (2) The reactants are [F:1][C:2]1[CH:3]=[N:4][CH:5]=[C:6]([F:10])[C:7]=1[CH:8]=[O:9]. The catalyst is CO. The product is [F:1][C:2]1[CH:3]=[N:4][CH:5]=[C:6]([F:10])[C:7]=1[CH2:8][OH:9]. The yield is 0.730. (3) The reactants are Br[C:2]1[CH:3]=[N:4][CH:5]=[CH:6][CH:7]=1.[NH2:8][CH2:9][C:10]1[CH:11]=[N:12][CH:13]=[CH:14][CH:15]=1. No catalyst specified. The product is [N:4]1[CH:5]=[CH:6][CH:7]=[C:2]([NH:8][CH2:9][C:10]2[CH:11]=[N:12][CH:13]=[CH:14][CH:15]=2)[CH:3]=1. The yield is 0.830. (4) The reactants are [CH3:1][NH:2][CH3:3].Cl[C:5]1[C:14]2[C:9](=[CH:10][C:11]([O:15][C:16]3[CH:21]=[CH:20][CH:19]=[CH:18][CH:17]=3)=[CH:12][CH:13]=2)[N:8]=[C:7]([N:22]2[CH:26]=[C:25]([C:27]([O:29][CH2:30][CH3:31])=[O:28])[CH:24]=[N:23]2)[N:6]=1. The catalyst is C1COCC1. The product is [CH3:1][N:2]([CH3:3])[C:5]1[C:14]2[C:9](=[CH:10][C:11]([O:15][C:16]3[CH:21]=[CH:20][CH:19]=[CH:18][CH:17]=3)=[CH:12][CH:13]=2)[N:8]=[C:7]([N:22]2[CH:26]=[C:25]([C:27]([O:29][CH2:30][CH3:31])=[O:28])[CH:24]=[N:23]2)[N:6]=1. The yield is 0.630. (5) The reactants are [OH:1][C:2]1[CH:3]=[C:4]2[C:8](=[CH:9][CH:10]=1)[C:7](=[O:11])[CH2:6][CH2:5]2.N(C(OC(C)C)=O)=NC(OC(C)C)=O.[F:26][C:27]([F:42])([F:41])[C:28]1[CH:33]=[CH:32][C:31]([N:34]2[CH2:39][CH2:38][CH:37](O)[CH2:36][CH2:35]2)=[CH:30][CH:29]=1.C1(P(C2C=CC=CC=2)C2C=CC=CC=2)C=CC=CC=1. The catalyst is C1(C)C=CC=CC=1. The product is [F:42][C:27]([F:26])([F:41])[C:28]1[CH:29]=[CH:30][C:31]([N:34]2[CH2:39][CH2:38][CH:37]([O:1][C:2]3[CH:3]=[C:4]4[C:8](=[CH:9][CH:10]=3)[C:7](=[O:11])[CH2:6][CH2:5]4)[CH2:36][CH2:35]2)=[CH:32][CH:33]=1. The yield is 0.790. (6) The catalyst is C(#N)C.O.C(OCC)(=O)C.CS(C)=O. The reactants are [Cl-].O[NH3+:3].[C:4](=[O:7])([O-])[OH:5].[Na+].[Si]([O:16][CH:17]([CH3:54])[CH2:18][O:19][C@H:20]1[CH2:25][CH2:24][C@H:23]([N:26]2[C:31](=[O:32])[C:30]([CH2:33][C:34]3[CH:39]=[CH:38][C:37]([C:40]4[C:41]([C:46]#[N:47])=[CH:42][CH:43]=[CH:44][CH:45]=4)=[CH:36][CH:35]=3)=[C:29]([CH2:48][CH2:49][CH3:50])[N:28]3[N:51]=[CH:52][N:53]=[C:27]23)[CH2:22][CH2:21]1)(C(C)(C)C)(C)C.CC(OI1(OC(C)=O)(OC(C)=O)OC(=O)C2C=CC=CC1=2)=O.S([O-])([O-])(=O)=S.[Na+].[Na+]. The product is [O:7]=[C:4]1[O:5][N:47]=[C:46]([C:41]2[CH:42]=[CH:43][CH:44]=[CH:45][C:40]=2[C:37]2[CH:38]=[CH:39][C:34]([CH2:33][C:30]3[C:31](=[O:32])[N:26]([C@H:23]4[CH2:22][CH2:21][C@H:20]([O:19][CH2:18][C:17](=[O:16])[CH3:54])[CH2:25][CH2:24]4)[C:27]4[N:28]([N:51]=[CH:52][N:53]=4)[C:29]=3[CH2:48][CH2:49][CH3:50])=[CH:35][CH:36]=2)[NH:3]1. The yield is 0.310.